Dataset: Full USPTO retrosynthesis dataset with 1.9M reactions from patents (1976-2016). Task: Predict the reactants needed to synthesize the given product. (1) Given the product [N+:19]([C:4]1[CH:3]=[CH:2][C:1]([N:7]2[CH2:12][CH2:11][O:10][CH2:9][C:8]2=[O:13])=[CH:6][CH:5]=1)([O-:21])=[O:20], predict the reactants needed to synthesize it. The reactants are: [C:1]1([N:7]2[CH2:12][CH2:11][O:10][CH2:9][C:8]2=[O:13])[CH:6]=[CH:5][CH:4]=[CH:3][CH:2]=1.S(=O)(=O)(O)O.[N+:19]([O-])([OH:21])=[O:20].N. (2) Given the product [CH3:1][C:2]1[N:6]([CH:7]([CH3:9])[CH3:8])[C:5]([C:10]2[CH:15]=[CH:14][N:13]=[C:12]([NH:16][CH:17]3[CH2:18][CH2:19][N:20]([C:36](=[O:37])[CH2:35][CH:32]4[CH2:33][CH2:34][N:29]([C:27]([O:26][C:24]([CH3:25])([CH3:23])[CH3:39])=[O:28])[CH2:30][CH2:31]4)[CH2:21][CH2:22]3)[N:11]=2)=[CH:4][N:3]=1, predict the reactants needed to synthesize it. The reactants are: [CH3:1][C:2]1[N:6]([CH:7]([CH3:9])[CH3:8])[C:5]([C:10]2[CH:15]=[CH:14][N:13]=[C:12]([NH:16][CH:17]3[CH2:22][CH2:21][NH:20][CH2:19][CH2:18]3)[N:11]=2)=[CH:4][N:3]=1.[CH3:23][C:24]([CH3:39])([O:26][C:27]([N:29]1[CH2:34][CH2:33][CH:32]([CH2:35][C:36](O)=[O:37])[CH2:31][CH2:30]1)=[O:28])[CH3:25].CN(C(ON1N=NC2C=CC=NC1=2)=[N+](C)C)C.F[P-](F)(F)(F)(F)F.CCN(C(C)C)C(C)C. (3) Given the product [F:22][C:2]([F:1])([F:23])[C:3]1[CH:8]=[CH:7][CH:6]=[CH:5][C:4]=1[C:9]1[C:14]2[CH2:15][CH:16]([CH2:18][NH2:19])[O:17][C:13]=2[CH:12]=[CH:11][CH:10]=1, predict the reactants needed to synthesize it. The reactants are: [F:1][C:2]([F:23])([F:22])[C:3]1[CH:8]=[CH:7][CH:6]=[CH:5][C:4]=1[C:9]1[C:14]2[CH2:15][CH:16]([CH2:18][N:19]=[N+]=[N-])[O:17][C:13]=2[CH:12]=[CH:11][CH:10]=1.